Dataset: Reaction yield outcomes from USPTO patents with 853,638 reactions. Task: Predict the reaction yield, written as a fraction of the theoretical maximum amount of product (1.0 means a 100% yield; for example, 0.34 means a 34% yield). (1) The reactants are [OH:1][C:2]1[CH:9]=[CH:8][C:5]([CH:6]=O)=[CH:4][C:3]=1[O:10][C:11]([F:14])([F:13])[F:12].[CH3:15][C:16]([CH3:18])=[O:17].[OH2:19]. The catalyst is C(O)(=O)C.Cl. The product is [OH:1][C:2]1[CH:9]=[CH:8][C:5](/[CH:6]=[CH:9]/[C:2](=[O:1])/[CH:3]=[CH:4]/[C:5]2[CH:8]=[CH:18][C:16]([OH:17])=[C:15]([O:19][C:11]([F:12])([F:13])[F:14])[CH:6]=2)=[CH:4][C:3]=1[O:10][C:11]([F:14])([F:13])[F:12]. The yield is 0.500. (2) The reactants are Br[C:2]1[CH:18]=[CH:17][C:5]([O:6][CH2:7][CH2:8][O:9][Si:10]([C:13]([CH3:16])([CH3:15])[CH3:14])([CH3:12])[CH3:11])=[CH:4][CH:3]=1.C([Li])CCC.[Cl:24][C:25]1[CH:36]=[CH:35][C:28]([C:29](N(OC)C)=[O:30])=[CH:27][C:26]=1[S:37](=[O:40])(=[O:39])[NH2:38]. The catalyst is O1CCCC1. The product is [C:13]([Si:10]([CH3:12])([CH3:11])[O:9][CH2:8][CH2:7][O:6][C:5]1[CH:17]=[CH:18][C:2]([C:29]([C:28]2[CH:35]=[CH:36][C:25]([Cl:24])=[C:26]([S:37]([NH2:38])(=[O:39])=[O:40])[CH:27]=2)=[O:30])=[CH:3][CH:4]=1)([CH3:16])([CH3:15])[CH3:14]. The yield is 0.530. (3) The catalyst is C(Cl)Cl. The product is [C:1]([O:5][C:6](=[O:31])[NH:7][CH2:8][CH2:9][CH2:10][CH2:11][N:12]([CH2:21][C:22]1[N:26]([S:45]([C:39]2[CH:44]=[CH:43][CH:42]=[CH:41][CH:40]=2)(=[O:47])=[O:46])[C:25]2[CH:27]=[CH:28][CH:29]=[CH:30][C:24]=2[N:23]=1)[CH2:13][C:14]1[C:19]([CH3:20])=[CH:18][CH:17]=[CH:16][N:15]=1)([CH3:4])([CH3:2])[CH3:3]. The reactants are [C:1]([O:5][C:6](=[O:31])[NH:7][CH2:8][CH2:9][CH2:10][CH2:11][N:12]([CH2:21][C:22]1[NH:26][C:25]2[CH:27]=[CH:28][CH:29]=[CH:30][C:24]=2[N:23]=1)[CH2:13][C:14]1[C:19]([CH3:20])=[CH:18][CH:17]=[CH:16][N:15]=1)([CH3:4])([CH3:3])[CH3:2].CCN(CC)CC.[C:39]1([S:45](Cl)(=[O:47])=[O:46])[CH:44]=[CH:43][CH:42]=[CH:41][CH:40]=1. The yield is 0.700. (4) The reactants are [CH3:1][O:2][C:3]1[CH:4]=[C:5]([CH:8]=[C:9]([O:13][CH3:14])[C:10]=1[O:11]C)[CH:6]=[O:7].CNC. No catalyst specified. The product is [OH:11][C:10]1[C:9]([O:13][CH3:14])=[CH:8][C:5]([CH:6]=[O:7])=[CH:4][C:3]=1[O:2][CH3:1]. The yield is 0.720. (5) The reactants are [CH3:1][CH:2]([OH:7])[CH2:3][CH2:4][CH:5]=[CH2:6].C(N(CC)CC)C.[CH3:15][S:16](Cl)(=[O:18])=[O:17]. The catalyst is ClCCl. The product is [CH3:15][S:16]([O:7][CH:2]([CH2:3][CH2:4][CH:5]=[CH2:6])[CH3:1])(=[O:18])=[O:17]. The yield is 0.820. (6) The reactants are [C:1]([C:4]1[CH:5]=[N:6][C:7]2[C:12]([C:13]=1[NH:14][C@H:15]1[CH2:20][CH2:19][C@H:18]([NH:21]C(=O)OC(C)(C)C)[CH2:17][CH2:16]1)=[CH:11][C:10]([C:29]1[CH:34]=[C:33]([Cl:35])[C:32]([OH:36])=[C:31]([Cl:37])[CH:30]=1)=[CH:9][CH:8]=2)(=[O:3])[CH3:2].C(O)(C(F)(F)F)=O. No catalyst specified. The product is [NH2:21][C@H:18]1[CH2:19][CH2:20][C@H:15]([NH:14][C:13]2[C:12]3[C:7](=[CH:8][CH:9]=[C:10]([C:29]4[CH:30]=[C:31]([Cl:37])[C:32]([OH:36])=[C:33]([Cl:35])[CH:34]=4)[CH:11]=3)[N:6]=[CH:5][C:4]=2[C:1](=[O:3])[CH3:2])[CH2:16][CH2:17]1. The yield is 0.510.